From a dataset of Full USPTO retrosynthesis dataset with 1.9M reactions from patents (1976-2016). Predict the reactants needed to synthesize the given product. (1) Given the product [CH2:18]([C:15]1[CH:16]=[CH:17][C:12]([C:9]2[CH:10]=[CH:11][C:6]([C:4]([OH:5])=[O:3])=[CH:7][CH:8]=2)=[CH:13][CH:14]=1)[CH2:19][CH2:20][CH2:21][CH2:22][CH2:23][CH2:24][CH2:25][CH3:26], predict the reactants needed to synthesize it. The reactants are: C([O:3][C:4]([C:6]1[CH:11]=[CH:10][C:9]([C:12]2[CH:17]=[CH:16][C:15]([CH2:18][CH2:19][CH2:20][CH2:21][CH2:22][CH2:23][CH2:24][CH2:25][CH3:26])=[CH:14][CH:13]=2)=[CH:8][CH:7]=1)=[O:5])C.O.[OH-].[Li+]. (2) Given the product [CH2:13]([O:15][CH:16]([O:19][CH2:20][CH3:21])[O:10][C:7]1[CH:8]=[CH:9][C:4]([F:3])=[CH:5][CH:6]=1)[CH3:14], predict the reactants needed to synthesize it. The reactants are: [H-].[Na+].[F:3][C:4]1[CH:9]=[CH:8][C:7]([OH:10])=[CH:6][CH:5]=1.[H][H].[CH2:13]([O:15][CH:16]([O:19][CH2:20][CH3:21])CBr)[CH3:14]. (3) Given the product [Cl:1][C:2]1[CH:7]=[CH:6][C:5]2[N:4]([C:10]([CH2:11][OH:12])=[N:9][N:8]=2)[N:3]=1, predict the reactants needed to synthesize it. The reactants are: [Cl:1][C:2]1[N:3]=[N:4][C:5]([NH:8][NH2:9])=[CH:6][CH:7]=1.[C:10](O)(=O)[CH2:11][OH:12].CC1C=CC(S(O)(=O)=O)=CC=1.O. (4) Given the product [C:1]([C:3]1[C:4]([N:21]2[CH2:26][CH2:25][CH:24]([C:27](=[O:29])[NH:41][S:38]([CH2:37][C:34]3[CH:35]=[CH:36][C:31]([CH3:30])=[CH:32][CH:33]=3)(=[O:39])=[O:40])[CH2:23][CH2:22]2)=[N:5][C:6]([CH2:14][N:15]2[CH2:19][CH2:18][CH2:17][C:16]2=[O:20])=[C:7]([CH:8]=1)[C:9]([O:11][CH2:12][CH3:13])=[O:10])#[N:2], predict the reactants needed to synthesize it. The reactants are: [C:1]([C:3]1[C:4]([N:21]2[CH2:26][CH2:25][CH:24]([C:27]([OH:29])=O)[CH2:23][CH2:22]2)=[N:5][C:6]([CH2:14][N:15]2[CH2:19][CH2:18][CH2:17][C:16]2=[O:20])=[C:7]([C:9]([O:11][CH2:12][CH3:13])=[O:10])[CH:8]=1)#[N:2].[CH3:30][C:31]1[CH:36]=[CH:35][C:34]([CH2:37][S:38]([NH2:41])(=[O:40])=[O:39])=[CH:33][CH:32]=1. (5) The reactants are: [Cl:1][CH:2]([Cl:20])[C:3]1[O:4][C@H:5]([C:10]2[CH:15]=[CH:14][C:13]([S:16]([CH3:19])(=[O:18])=[O:17])=[CH:12][CH:11]=2)[C@@H:6]([CH2:8]O)[N:7]=1.C(N(CC)C(F)(F)C(F)C(F)(F)[F:27])C. Given the product [Cl:1][CH:2]([Cl:20])[C:3]1[O:4][C@H:5]([C:10]2[CH:15]=[CH:14][C:13]([S:16]([CH3:19])(=[O:18])=[O:17])=[CH:12][CH:11]=2)[C@@H:6]([CH2:8][F:27])[N:7]=1, predict the reactants needed to synthesize it. (6) Given the product [C:1]([CH2:3][C@H:4]1[CH2:8][CH2:7][N:6]([C:9]([O:11][C:12]([CH3:15])([CH3:14])[CH3:13])=[O:10])[CH2:5]1)#[N:2], predict the reactants needed to synthesize it. The reactants are: [C:1]([CH2:3][C@@H:4]1[CH2:8][CH2:7][N:6]([C:9]([O:11][C:12]([CH3:15])([CH3:14])[CH3:13])=[O:10])[CH2:5]1)#[N:2].CC1C=CC(S(OC[C@H]2CCN(C([O-])=O)C2)(=O)=O)=CC=1.